From a dataset of Full USPTO retrosynthesis dataset with 1.9M reactions from patents (1976-2016). Predict the reactants needed to synthesize the given product. (1) Given the product [Cl:1][C:2]1[C:6]2[C:7]([NH:30][C:23]([CH3:24])([CH2:25][C:26]([CH3:29])([CH3:28])[CH3:27])[CH3:22])=[N:8][CH:9]=[CH:10][C:5]=2[N:4]([C:12]([O:14][CH2:15][C:16]2[CH:21]=[CH:20][CH:19]=[CH:18][CH:17]=2)=[O:13])[CH:3]=1, predict the reactants needed to synthesize it. The reactants are: [Cl:1][C:2]1[C:6]2[CH:7]=[N+:8]([O-])[CH:9]=[CH:10][C:5]=2[N:4]([C:12]([O:14][CH2:15][C:16]2[CH:21]=[CH:20][CH:19]=[CH:18][CH:17]=2)=[O:13])[CH:3]=1.[CH3:22][C:23]([NH2:30])([CH2:25][C:26]([CH3:29])([CH3:28])[CH3:27])[CH3:24].C1(C)C=CC(S(Cl)(=O)=O)=CC=1. (2) Given the product [C:16]1([OH:18])[C:13]2[C:12]3[CH:11]=[CH:10][CH:9]=[CH:8][C:7]=3[O:37][C:36]=2[CH:21]=[C:20]([OH:22])[CH:17]=1, predict the reactants needed to synthesize it. The reactants are: ClC1C=CC2N[C:7]3[C:12]([C:13]=2C=1)=[CH:11][C:10](Cl)=[CH:9][CH:8]=3.[C:16](Cl)(=[O:18])[CH3:17].[C:20](N1C2C=CC=CC=2C2C1=CC=CC=2)(=[O:22])[CH3:21].[CH3:36][O-:37].[Na+]. (3) Given the product [Br:1][C:2]1[CH:3]=[CH:4][C:5]([O:28][CH2:29][C:30]2[CH:31]=[CH:32][C:33]([Cl:36])=[CH:34][CH:35]=2)=[C:6]([CH2:8][N:9]2[CH2:10][CH2:11][CH:12]([N:15]3[CH2:20][CH2:19][NH:18][CH2:17][CH2:16]3)[CH2:13][CH2:14]2)[CH:7]=1.[F:40][C:39]([F:42])([F:41])[C:37]([OH:43])=[O:38], predict the reactants needed to synthesize it. The reactants are: [Br:1][C:2]1[CH:3]=[CH:4][C:5]([O:28][CH2:29][C:30]2[CH:35]=[CH:34][C:33]([Cl:36])=[CH:32][CH:31]=2)=[C:6]([CH2:8][N:9]2[CH2:14][CH2:13][CH:12]([N:15]3[CH2:20][CH2:19][N:18](C(OC(C)(C)C)=O)[CH2:17][CH2:16]3)[CH2:11][CH2:10]2)[CH:7]=1.[C:37]([OH:43])([C:39]([F:42])([F:41])[F:40])=[O:38]. (4) The reactants are: [C:1]1([NH:11][C:12](=[S:15])[NH:13][NH2:14])[C:10]2[C:5](=[CH:6][CH:7]=[CH:8][CH:9]=2)[CH:4]=[CH:3][CH:2]=1.[CH3:16]OC(OC)N(C)C. Given the product [C:1]1([N:11]2[CH:16]=[N:14][NH:13][C:12]2=[S:15])[C:10]2[C:5](=[CH:6][CH:7]=[CH:8][CH:9]=2)[CH:4]=[CH:3][CH:2]=1, predict the reactants needed to synthesize it. (5) Given the product [ClH:30].[CH3:29][N:2]([CH3:1])[C:3]1([C:22]2[CH:27]=[CH:26][C:25]([F:28])=[CH:24][CH:23]=2)[CH2:8][CH2:7][CH:6]([CH2:9][C:10]([NH:12][CH2:13][CH2:14][CH2:15][C:16]2[CH:17]=[CH:18][CH:19]=[CH:20][CH:21]=2)=[O:11])[CH2:5][CH2:4]1, predict the reactants needed to synthesize it. The reactants are: [CH3:1][N:2]([CH3:29])[C:3]1([C:22]2[CH:27]=[CH:26][C:25]([F:28])=[CH:24][CH:23]=2)[CH2:8][CH2:7][CH:6]([CH2:9][C:10]([NH:12][CH2:13][CH2:14][CH2:15][C:16]2[CH:21]=[CH:20][CH:19]=[CH:18][CH:17]=2)=[O:11])[CH2:5][CH2:4]1.[ClH:30].CCOCC. (6) The reactants are: [F:1][C:2]1[CH:7]=[CH:6][CH:5]=[CH:4][C:3]=1[C:8]1[N:9]=[N:10][N:11]([CH3:27])[C:12]=1[C:13]1[N:14]=[CH:15][N:16]([C:18]2[CH:26]=[CH:25][C:21]([C:22](O)=[O:23])=[CH:20][N:19]=2)[CH:17]=1.C([O-])(=O)C([O-])=O.[CH2:34]1[C:37]2([CH2:40][NH2+:39][CH2:38]2)[CH2:36][O:35]1.[CH2:34]1[C:37]2([CH2:40][NH2+:39][CH2:38]2)[CH2:36][O:35]1. Given the product [F:1][C:2]1[CH:7]=[CH:6][CH:5]=[CH:4][C:3]=1[C:8]1[N:9]=[N:10][N:11]([CH3:27])[C:12]=1[C:13]1[N:14]=[CH:15][N:16]([C:18]2[N:19]=[CH:20][C:21]([C:22]([N:39]3[CH2:40][C:37]4([CH2:34][O:35][CH2:36]4)[CH2:38]3)=[O:23])=[CH:25][CH:26]=2)[CH:17]=1, predict the reactants needed to synthesize it. (7) Given the product [Br:1][C:2]1[CH:9]=[CH:8][C:5]([CH2:6][N:22]2[CH2:21][C@@H:20]([CH3:24])[NH:19][C@@H:18]([CH3:17])[CH2:23]2)=[CH:4][C:3]=1[CH2:10][N:11]1[CH2:16][CH2:15][S:14][CH2:13][CH2:12]1, predict the reactants needed to synthesize it. The reactants are: [Br:1][C:2]1[CH:9]=[CH:8][C:5]([CH:6]=O)=[CH:4][C:3]=1[CH2:10][N:11]1[CH2:16][CH2:15][S:14][CH2:13][CH2:12]1.[CH3:17][C@@H:18]1[CH2:23][NH:22][CH2:21][C@H:20]([CH3:24])[NH:19]1.C(O[BH-](OC(=O)C)OC(=O)C)(=O)C.[Na+]. (8) Given the product [C:39]([N:28]1[CH2:27][CH2:26][C:25]2[C:30](=[CH:31][C:22]([N:7]3[C:8]([NH:10][C:11]([NH:13][C:14]4[CH:19]=[CH:18][CH:17]=[C:16]([Cl:20])[C:15]=4[Cl:21])=[O:12])=[CH:9][C:5]([C:1]([CH3:4])([CH3:2])[CH3:3])=[N:6]3)=[CH:23][CH:24]=2)[CH2:29]1)(=[O:41])[CH3:40], predict the reactants needed to synthesize it. The reactants are: [C:1]([C:5]1[CH:9]=[C:8]([NH:10][C:11]([NH:13][C:14]2[CH:19]=[CH:18][CH:17]=[C:16]([Cl:20])[C:15]=2[Cl:21])=[O:12])[N:7]([C:22]2[CH:31]=[C:30]3[C:25]([CH2:26][CH2:27][NH:28][CH2:29]3)=[CH:24][CH:23]=2)[N:6]=1)([CH3:4])([CH3:3])[CH3:2].CCN(CC)CC.[C:39](Cl)(=[O:41])[CH3:40].